The task is: Regression. Given two drug SMILES strings and cell line genomic features, predict the synergy score measuring deviation from expected non-interaction effect.. This data is from NCI-60 drug combinations with 297,098 pairs across 59 cell lines. (1) Drug 1: CNC(=O)C1=NC=CC(=C1)OC2=CC=C(C=C2)NC(=O)NC3=CC(=C(C=C3)Cl)C(F)(F)F. Drug 2: CN(C(=O)NC(C=O)C(C(C(CO)O)O)O)N=O. Cell line: CCRF-CEM. Synergy scores: CSS=-3.88, Synergy_ZIP=2.75, Synergy_Bliss=1.73, Synergy_Loewe=-2.31, Synergy_HSA=-3.00. (2) Drug 1: CN1CCC(CC1)COC2=C(C=C3C(=C2)N=CN=C3NC4=C(C=C(C=C4)Br)F)OC. Drug 2: CN1C(=O)N2C=NC(=C2N=N1)C(=O)N. Cell line: UO-31. Synergy scores: CSS=18.3, Synergy_ZIP=-4.13, Synergy_Bliss=-1.29, Synergy_Loewe=-21.5, Synergy_HSA=-1.70. (3) Drug 1: CNC(=O)C1=NC=CC(=C1)OC2=CC=C(C=C2)NC(=O)NC3=CC(=C(C=C3)Cl)C(F)(F)F. Drug 2: CN1C2=C(C=C(C=C2)N(CCCl)CCCl)N=C1CCCC(=O)O.Cl. Cell line: KM12. Synergy scores: CSS=23.5, Synergy_ZIP=4.85, Synergy_Bliss=2.40, Synergy_Loewe=3.96, Synergy_HSA=4.06.